This data is from Full USPTO retrosynthesis dataset with 1.9M reactions from patents (1976-2016). The task is: Predict the reactants needed to synthesize the given product. (1) The reactants are: [O:1]=[S:2]1(=[O:11])[CH2:7][CH2:6][CH:5]([C:8]([OH:10])=O)[CH2:4][CH2:3]1.CCN(CC)CC.CN(C(ON1N=NC2C=CC=NC1=2)=[N+](C)C)C.F[P-](F)(F)(F)(F)F.[F:43][C:44]1[C:49]2[N:50]([C:54]3[CH:55]=[N:56][C:57]([O:61][CH3:62])=[C:58]([CH3:60])[CH:59]=3)[CH2:51][CH2:52][O:53][C:48]=2[CH:47]=[CH:46][C:45]=1[O:63][C@H:64]1[CH2:68][CH2:67][NH:66][CH2:65]1. Given the product [O:11]=[S:2]1(=[O:1])[CH2:3][CH2:4][CH:5]([C:8]([N:66]2[CH2:67][CH2:68][C@H:64]([O:63][C:45]3[CH:46]=[CH:47][C:48]4[O:53][CH2:52][CH2:51][N:50]([C:54]5[CH:55]=[N:56][C:57]([O:61][CH3:62])=[C:58]([CH3:60])[CH:59]=5)[C:49]=4[C:44]=3[F:43])[CH2:65]2)=[O:10])[CH2:6][CH2:7]1, predict the reactants needed to synthesize it. (2) Given the product [CH2:23]([N:25]([CH2:38][CH3:39])[C:26]1[CH:33]=[CH:32][C:29](/[CH:30]=[CH:15]/[C:14](=[O:16])[CH2:13][C:12](=[O:17])/[CH:11]=[CH:10]/[C:4]2[CH:5]=[CH:6][C:7]([OH:8])=[C:2]([O:1][CH3:42])[CH:3]=2)=[C:28]([O:34][CH2:35][O:36][CH3:37])[CH:27]=1)[CH3:24], predict the reactants needed to synthesize it. The reactants are: [OH:1][C:2]1[CH:3]=[C:4]([CH:10]=[CH:11][C:12](=[O:17])[CH2:13][C:14](=[O:16])[CH3:15])[CH:5]=[CH:6][C:7]=1[O:8]C.B(OB=O)=O.[CH2:23]([N:25]([CH2:38][CH3:39])[C:26]1[CH:33]=[CH:32][C:29]([CH:30]=O)=[C:28]([O:34][CH2:35][O:36][CH3:37])[CH:27]=1)[CH3:24].B(OCCCC)(OCCCC)O[CH2:42]CCC.C(N)CCC. (3) The reactants are: [OH:1][C:2]1[CH:7]=[C:6]([O:8][CH3:9])[CH:5]=[CH:4][C:3]=1[C:10]([C:12]1[CH:17]=[CH:16][C:15]([O:18][CH2:19][C:20]2[N:21]=[C:22]([C:26]3[CH:31]=[CH:30][CH:29]=[CH:28][CH:27]=3)[O:23][C:24]=2[CH3:25])=[CH:14][CH:13]=1)=[O:11].Br[C:33]([F:40])([F:39])[C:34]([O:36]CC)=[O:35].C(=O)([O-])[O-].[K+].[K+].CN(C)C=O. Given the product [F:39][C:33]([F:40])([O:1][C:2]1[CH:7]=[C:6]([O:8][CH3:9])[CH:5]=[CH:4][C:3]=1[C:10](=[O:11])[C:12]1[CH:13]=[CH:14][C:15]([O:18][CH2:19][C:20]2[N:21]=[C:22]([C:26]3[CH:27]=[CH:28][CH:29]=[CH:30][CH:31]=3)[O:23][C:24]=2[CH3:25])=[CH:16][CH:17]=1)[C:34]([OH:36])=[O:35], predict the reactants needed to synthesize it. (4) Given the product [CH2:14]([C:16]1[CH:17]=[C:18]([NH:19][C:12]([NH2:11])=[S:13])[CH:20]=[CH:21][CH:22]=1)[CH3:15], predict the reactants needed to synthesize it. The reactants are: C(Cl)(=O)C1C=CC=CC=1.[NH4+].[N:11]#[C:12][S-:13].[CH2:14]([C:16]1[CH:17]=[C:18]([CH:20]=[CH:21][CH:22]=1)[NH2:19])[CH3:15]. (5) Given the product [I:9][C:10]1[C:11](=[O:21])[NH:12][C:13](=[O:20])[NH:14][CH:15]=1, predict the reactants needed to synthesize it. The reactants are: N1C=CC(=O)NC1=O.[I:9][C:10]1[C:11](=[O:21])[NH:12][C:13](=[O:20])[N:14](CC(O)=O)[CH:15]=1.C(C(N)CNCC(OCC)=O)(OC(C)(C)C)=O.